This data is from Full USPTO retrosynthesis dataset with 1.9M reactions from patents (1976-2016). The task is: Predict the reactants needed to synthesize the given product. (1) Given the product [O:1]=[C:2]1[CH2:6][CH2:5][CH2:4][N:3]1[C@H:7]([C:15]1[CH:20]=[CH:19][CH:18]=[CH:17][CH:16]=1)[C:8]([OH:10])=[O:9], predict the reactants needed to synthesize it. The reactants are: [O:1]=[C:2]1[CH2:6][CH2:5][CH2:4][N:3]1[C@H:7]([C:15]1[CH:20]=[CH:19][CH:18]=[CH:17][CH:16]=1)[C:8]([O:10]C(C)(C)C)=[O:9]. (2) Given the product [I:10][C:9]1[CH:8]=[CH:7][CH:6]=[C:5]2[C:4]=1[C:3](=[O:13])[N:22]([CH2:21][C:20]1[CH:23]=[CH:24][C:17]([O:16][C:15]([F:14])([F:25])[F:26])=[CH:18][CH:19]=1)[CH2:11]2, predict the reactants needed to synthesize it. The reactants are: CO[C:3](=[O:13])[C:4]1[C:9]([I:10])=[CH:8][CH:7]=[CH:6][C:5]=1[CH2:11]Br.[F:14][C:15]([F:26])([F:25])[O:16][C:17]1[CH:24]=[CH:23][C:20]([CH2:21][NH2:22])=[CH:19][CH:18]=1.C([O-])([O-])=O.[K+].[K+].C(OCC)(=O)C. (3) The reactants are: [CH3:1][C:2]1[CH:3]=[C:4]([CH:14]([N:16]2[C:24](=[O:25])[C:23]3[CH:22]=[CH:21][N:20]=[C:19]([C:26](O)=[O:27])[C:18]=3[CH2:17]2)[CH3:15])[CH:5]=[N:6][C:7]=1[O:8][CH2:9][C:10]([F:13])([F:12])[F:11].[Cl-].[NH4+].C([N:34](CC)C(C)C)(C)C.CN(C(ON1N=NC2C=CC=CC1=2)=[N+](C)C)C.F[P-](F)(F)(F)(F)F. Given the product [CH3:1][C:2]1[CH:3]=[C:4]([CH:14]([N:16]2[C:24](=[O:25])[C:23]3[CH:22]=[CH:21][N:20]=[C:19]([C:26]([NH2:34])=[O:27])[C:18]=3[CH2:17]2)[CH3:15])[CH:5]=[N:6][C:7]=1[O:8][CH2:9][C:10]([F:11])([F:12])[F:13], predict the reactants needed to synthesize it. (4) Given the product [NH2:44][C@@H:28]([C:29]1[CH:30]=[C:31]([C:2]2[CH:3]=[CH:4][C:5]([O:21][C:22]([F:23])([F:24])[F:25])=[C:6]([CH2:7][O:8][C:9]3[CH:14]=[CH:13][CH:12]=[CH:11][C:10]=3[CH2:15][C:16]([OH:18])=[O:17])[CH:20]=2)[CH:32]=[CH:33][CH:34]=1)[CH2:27][OH:26], predict the reactants needed to synthesize it. The reactants are: Cl[C:2]1[CH:3]=[CH:4][C:5]([O:21][C:22]([F:25])([F:24])[F:23])=[C:6]([CH:20]=1)[CH2:7][O:8][C:9]1[CH:14]=[CH:13][CH:12]=[CH:11][C:10]=1[CH2:15][C:16]([O:18]C)=[O:17].[OH:26][CH2:27][C@@H:28]([NH:44]C(=O)OC(C)(C)C)[C:29]1[CH:34]=[CH:33][CH:32]=[C:31](B2OC(C)(C)C(C)(C)O2)[CH:30]=1.